This data is from hERG Central: cardiac toxicity at 1µM, 10µM, and general inhibition. The task is: Predict hERG channel inhibition at various concentrations. (1) The drug is Cc1c(CCOC(=O)CC23CC4CC(CC(C4)C2)C3)sc[n+]1CC(=O)c1ccccc1.[Br-]. Results: hERG_inhib (hERG inhibition (general)): blocker. (2) The drug is O=C(CN1CCN(C(=O)c2ccc(-c3nc4ccccc4s3)o2)CC1)Nc1ccc(F)cc1. Results: hERG_inhib (hERG inhibition (general)): blocker.